Dataset: Forward reaction prediction with 1.9M reactions from USPTO patents (1976-2016). Task: Predict the product of the given reaction. Given the reactants [CH2:1]([O:8][C:9]1[CH:14]=[C:13]([C:15]([O:17][CH2:18][C:19]2[CH:24]=[CH:23][CH:22]=[CH:21][CH:20]=2)=[O:16])[CH:12]=[C:11]([O:25][CH2:26][C:27]2[CH:32]=[CH:31][CH:30]=[CH:29][CH:28]=2)[C:10]=1[C:33]1[CH:38]=[CH:37][C:36](Br)=[CH:35][CH:34]=1)[C:2]1[CH:7]=[CH:6][CH:5]=[CH:4][CH:3]=1.[F:40]C1C=CC(B(O)O)=CC=1.[O-]P([O-])([O-])=O.[K+].[K+].[K+].C1COCC1, predict the reaction product. The product is: [CH2:1]([O:8][C:9]1[CH:14]=[C:13]([C:15]([O:17][CH2:18][C:19]2[CH:24]=[CH:23][CH:22]=[CH:21][CH:20]=2)=[O:16])[CH:12]=[C:11]([O:25][CH2:26][C:27]2[CH:32]=[CH:31][CH:30]=[CH:29][CH:28]=2)[C:10]=1[C:33]1[CH:38]=[CH:37][C:36]([F:40])=[CH:35][CH:34]=1)[C:2]1[CH:7]=[CH:6][CH:5]=[CH:4][CH:3]=1.